This data is from Merck oncology drug combination screen with 23,052 pairs across 39 cell lines. The task is: Regression. Given two drug SMILES strings and cell line genomic features, predict the synergy score measuring deviation from expected non-interaction effect. (1) Cell line: UWB1289. Synergy scores: synergy=58.6. Drug 1: C=CCn1c(=O)c2cnc(Nc3ccc(N4CCN(C)CC4)cc3)nc2n1-c1cccc(C(C)(C)O)n1. Drug 2: NC1CCCCC1N.O=C(O)C(=O)O.[Pt+2]. (2) Drug 1: CN1C(=O)C=CC2(C)C3CCC4(C)C(NC(=O)OCC(F)(F)F)CCC4C3CCC12. Drug 2: O=C(NOCC(O)CO)c1ccc(F)c(F)c1Nc1ccc(I)cc1F. Cell line: NCIH2122. Synergy scores: synergy=7.86. (3) Drug 1: N#Cc1ccc(Cn2cncc2CN2CCN(c3cccc(Cl)c3)C(=O)C2)cc1. Drug 2: CCc1cnn2c(NCc3ccc[n+]([O-])c3)cc(N3CCCCC3CCO)nc12. Cell line: OV90. Synergy scores: synergy=6.61. (4) Drug 1: O=P1(N(CCCl)CCCl)NCCCO1. Drug 2: Cn1cc(-c2cnn3c(N)c(Br)c(C4CCCNC4)nc23)cn1. Cell line: NCIH520. Synergy scores: synergy=1.32. (5) Drug 1: COc1cc(C2c3cc4c(cc3C(OC3OC5COC(C)OC5C(O)C3O)C3COC(=O)C23)OCO4)cc(OC)c1O. Drug 2: CCc1cnn2c(NCc3ccc[n+]([O-])c3)cc(N3CCCCC3CCO)nc12. Cell line: OVCAR3. Synergy scores: synergy=-2.33. (6) Drug 1: CCC1(O)CC2CN(CCc3c([nH]c4ccccc34)C(C(=O)OC)(c3cc4c(cc3OC)N(C)C3C(O)(C(=O)OC)C(OC(C)=O)C5(CC)C=CCN6CCC43C65)C2)C1. Drug 2: Cn1c(=O)n(-c2ccc(C(C)(C)C#N)cc2)c2c3cc(-c4cnc5ccccc5c4)ccc3ncc21. Cell line: PA1. Synergy scores: synergy=3.61. (7) Drug 1: CC1CC2C3CCC4=CC(=O)C=CC4(C)C3(F)C(O)CC2(C)C1(O)C(=O)CO. Drug 2: NC(=O)c1cccc2cn(-c3ccc(C4CCCNC4)cc3)nc12. Cell line: RKO. Synergy scores: synergy=8.62. (8) Drug 1: CN1C(=O)C=CC2(C)C3CCC4(C)C(NC(=O)OCC(F)(F)F)CCC4C3CCC12. Drug 2: O=c1[nH]cc(F)c(=O)[nH]1. Cell line: SW620. Synergy scores: synergy=-2.47.